The task is: Predict the reaction yield, written as a fraction of the theoretical maximum amount of product (1.0 means a 100% yield; for example, 0.34 means a 34% yield).. This data is from Reaction yield outcomes from USPTO patents with 853,638 reactions. (1) The reactants are [CH2:1]([C:3]1([CH2:26][CH2:27][OH:28])[C:8]2[NH:9][C:10]3[C:15]([C:7]=2[CH2:6][CH2:5][O:4]1)=[CH:14][C:13]([CH2:16][CH2:17][C:18]([O:20]CC)=[O:19])=[CH:12][C:11]=3[CH:23]([CH3:25])[CH3:24])[CH3:2].O.[OH-].[Li+].O. The catalyst is O1CCOCC1. The product is [CH2:1]([C:3]1([CH2:26][CH2:27][OH:28])[C:8]2[NH:9][C:10]3[C:15]([C:7]=2[CH2:6][CH2:5][O:4]1)=[CH:14][C:13]([CH2:16][CH2:17][C:18]([OH:20])=[O:19])=[CH:12][C:11]=3[CH:23]([CH3:25])[CH3:24])[CH3:2]. The yield is 0.350. (2) The reactants are P(Br)(Br)[Br:2].[Cl:5][C:6]1[CH:11]=[CH:10][CH:9]=[C:8]([CH3:12])[C:7]=1[S:13]([N:16]1[CH2:21][CH2:20][CH2:19][CH2:18][CH:17]1[CH2:22][CH2:23][CH2:24]O)(=[O:15])=[O:14]. The catalyst is CN(C=O)C.O. The product is [Br:2][CH2:24][CH2:23][CH2:22][CH:17]1[CH2:18][CH2:19][CH2:20][CH2:21][N:16]1[S:13]([C:7]1[C:8]([CH3:12])=[CH:9][CH:10]=[CH:11][C:6]=1[Cl:5])(=[O:15])=[O:14]. The yield is 0.250. (3) The yield is 0.460. No catalyst specified. The reactants are [ClH:1].[NH2:2][C:3]1[N:8]=[CH:7][C:6](/[CH:9]=[CH:10]/[C:11]([OH:13])=O)=[CH:5][C:4]=1[CH2:14][N:15]1[CH2:20][CH2:19][N:18]([CH3:21])[CH2:17][CH2:16]1.Cl.CN1CC2C=C(/C=C/C(O)=O)C=NC=2NC(=O)C1.[CH3:41][NH:42][CH2:43][C:44]1[S:48][C:47]2[CH:49]=[CH:50][CH:51]=[CH:52][C:46]=2[C:45]=1[CH3:53].CNCC1C=CC2C(=CC=CC=2)C=1CCC. The product is [ClH:1].[NH2:2][C:3]1[N:8]=[CH:7][C:6](/[CH:9]=[CH:10]/[C:11]([N:42]([CH3:41])[CH2:43][C:44]2[S:48][C:47]3[CH:49]=[CH:50][CH:51]=[CH:52][C:46]=3[C:45]=2[CH3:53])=[O:13])=[CH:5][C:4]=1[CH2:14][N:15]1[CH2:20][CH2:19][N:18]([CH3:21])[CH2:17][CH2:16]1. (4) The reactants are [F:1][C:2]1[CH:3]=[CH:4][C:5]2[O:9][CH:8]=[C:7]([CH3:10])[C:6]=2[CH:11]=1.[CH:12]1([C:17](Cl)=[O:18])[CH2:16][CH2:15][CH2:14][CH2:13]1.[Cl-].[Al+3].[Cl-].[Cl-].O. The catalyst is [N+](C)([O-])=O. The product is [CH:12]1([C:17]([C:8]2[O:9][C:5]3[CH:4]=[CH:3][C:2]([F:1])=[CH:11][C:6]=3[C:7]=2[CH3:10])=[O:18])[CH2:16][CH2:15][CH2:14][CH2:13]1. The yield is 0.640.